From a dataset of Reaction yield outcomes from USPTO patents with 853,638 reactions. Predict the reaction yield, written as a fraction of the theoretical maximum amount of product (1.0 means a 100% yield; for example, 0.34 means a 34% yield). (1) The reactants are [CH2:1]([OH:8])[C:2]1[CH:7]=[CH:6][CH:5]=[CH:4][CH:3]=1.[H-].[Na+].[C:11]([C:13]1[CH:14]=[C:15]([C:20]2[O:24][N:23]=[C:22]([C:25]3[CH:42]=[CH:41][C:28]4[CH2:29][CH2:30][N:31]([C:34]([O:36][C:37]([CH3:40])([CH3:39])[CH3:38])=[O:35])[CH2:32][CH2:33][C:27]=4[CH:26]=3)[N:21]=2)[CH:16]=[CH:17][C:18]=1F)#[N:12]. The catalyst is C1COCC1. The product is [C:11]([C:13]1[CH:14]=[C:15]([C:20]2[O:24][N:23]=[C:22]([C:25]3[CH:42]=[CH:41][C:28]4[CH2:29][CH2:30][N:31]([C:34]([O:36][C:37]([CH3:38])([CH3:39])[CH3:40])=[O:35])[CH2:32][CH2:33][C:27]=4[CH:26]=3)[N:21]=2)[CH:16]=[CH:17][C:18]=1[O:8][CH2:1][C:2]1[CH:7]=[CH:6][CH:5]=[CH:4][CH:3]=1)#[N:12]. The yield is 0.810. (2) The reactants are P(O[C:3]1[CH:8]=[CH:7][CH:6]=[CH:5][CH:4]=1)(O[C:3]1[CH:8]=[CH:7][CH:6]=[CH:5][CH:4]=1)O[C:3]1[CH:8]=[CH:7][CH:6]=[CH:5][CH:4]=1.[OH:23][C:24]1[CH:32]=[C:31]([O:33][CH3:34])[C:30]([O:35][CH3:36])=[CH:29][C:25]=1[C:26]([OH:28])=[O:27].OS(O)(=O)=O.CO. The catalyst is C1(C)C=CC=CC=1.O. The product is [OH:23][C:24]1[CH:32]=[C:31]([O:33][CH3:34])[C:30]([O:35][CH3:36])=[CH:29][C:25]=1[C:26]([O:28][C:3]1[CH:8]=[CH:7][CH:6]=[CH:5][CH:4]=1)=[O:27]. The yield is 0.960. (3) The product is [C:1]([N:5]([CH3:16])[S:6]([C:9]1[CH:10]=[N:11][C:12]([NH:18][NH2:19])=[CH:13][CH:14]=1)(=[O:8])=[O:7])([CH3:4])([CH3:3])[CH3:2]. The yield is 0.840. The reactants are [C:1]([N:5]([CH3:16])[S:6]([C:9]1[CH:10]=[N:11][C:12](Cl)=[CH:13][CH:14]=1)(=[O:8])=[O:7])([CH3:4])([CH3:3])[CH3:2].O.[NH2:18][NH2:19]. No catalyst specified. (4) The reactants are [CH2:1]([O:3][C@@H:4]1[CH2:8][N:7]([C:9](=[O:19])[C@H:10]([CH:16]([CH3:18])[CH3:17])[NH:11][C:12]([O:14][CH3:15])=[O:13])[C@H:6]([C:20]2[NH:24][C:23]3[C:25]4[C:30]([CH:31]=[CH:32][C:22]=3[N:21]=2)=[CH:29][C:28]2[C:33]3[C:38]([CH2:39][O:40][C:27]=2[CH:26]=4)=[CH:37][C:36]([C:41]2[NH:45][C:44]([C@@H:46]4[CH2:50][CH2:49][CH2:48][N:47]4[C:51]([O:53]C(C)(C)C)=O)=[N:43][CH:42]=2)=[CH:35][CH:34]=3)[CH2:5]1)[CH3:2].Cl.[CH3:59][O:60][C:61]([NH:63][C@@H:64]([CH:68]([CH3:70])[CH3:69])C(O)=O)=[O:62].CN(C(ON1N=NC2C=CC=NC1=2)=[N+](C)C)C.F[P-](F)(F)(F)(F)F.CCN(C(C)C)C(C)C. The catalyst is C(Cl)Cl.CO.CN(C=O)C.[Li+].[OH-]. The product is [CH3:59][O:60][C:61](=[O:62])[NH:63][C@@H:64]([CH:68]([CH3:70])[CH3:69])[C:51]([N:47]1[CH2:48][CH2:49][CH2:50][C@H:46]1[C:44]1[NH:45][C:41]([C:36]2[CH:37]=[C:38]3[CH2:39][O:40][C:27]4[CH:26]=[C:25]5[C:30]([CH:31]=[CH:32][C:22]6[N:21]=[C:20]([C@@H:6]7[CH2:5][C@H:4]([O:3][CH2:1][CH3:2])[CH2:8][N:7]7[C:9](=[O:19])[C@@H:10]([NH:11][C:12]([O:14][CH3:15])=[O:13])[CH:16]([CH3:17])[CH3:18])[NH:24][C:23]=65)=[CH:29][C:28]=4[C:33]3=[CH:34][CH:35]=2)=[CH:42][N:43]=1)=[O:53]. The yield is 0.170. (5) The reactants are [NH3:1].[Br:2][C:3]1[CH:8]=[CH:7][C:6]([S:9](Cl)(=[O:11])=[O:10])=[CH:5][C:4]=1[CH3:13]. The catalyst is C1COCC1. The product is [Br:2][C:3]1[CH:8]=[CH:7][C:6]([S:9]([NH2:1])(=[O:11])=[O:10])=[CH:5][C:4]=1[CH3:13]. The yield is 0.540. (6) The yield is 0.780. The reactants are [Br:1][C:2]1[CH:7]=[C:6]([C:8]([CH3:11])([CH3:10])[CH3:9])[CH:5]=[CH:4][C:3]=1[NH2:12].[N+:13]([O-])([O-:15])=[O:14].[K+]. The catalyst is OS(O)(=O)=O. The product is [Br:1][C:2]1[CH:7]=[C:6]([C:8]([CH3:9])([CH3:11])[CH3:10])[C:5]([N+:13]([O-:15])=[O:14])=[CH:4][C:3]=1[NH2:12]. (7) The reactants are [Br:1][C:2]1[CH:24]=[CH:23][C:5]2[C:6]3[N:10](CCO[C:4]=2[CH:3]=1)[CH:9]=[C:8]([C:14]1[N:15]([CH:20]([CH3:22])[CH3:21])[N:16]=[C:17]([CH3:19])[N:18]=1)[N:7]=3.Cl.BrC1C=CC(C(N)=N)=C([F:36])C=1.C(=O)([O-])O.[K+].BrCC(C1N(C(C)C)N=C(C)N=1)=O. The yield is 0.790. The catalyst is C1COCC1.O. The product is [Br:1][C:2]1[CH:24]=[CH:23][C:5]([C:6]2[NH:10][CH:9]=[C:8]([C:14]3[N:15]([CH:20]([CH3:22])[CH3:21])[N:16]=[C:17]([CH3:19])[N:18]=3)[N:7]=2)=[C:4]([F:36])[CH:3]=1. (8) The reactants are N([O-])=O.[Na+].N[C:6]1[N:7]([C:17]2[C:26]3[C:21](=[CH:22][CH:23]=[CH:24][CH:25]=3)[C:20]([CH:27]3[CH2:29][CH2:28]3)=[CH:19][CH:18]=2)[C:8]([S:11][CH2:12][C:13]([O:15][CH3:16])=[O:14])=[N:9][N:10]=1.ClC(Cl)C(O)=O.ClCCl.C(Br)(Br)[Br:40]. The catalyst is [Cl-].C([N+](CC)(CC)CC)C1C=CC=CC=1. The product is [Br:40][C:6]1[N:7]([C:17]2[C:26]3[C:21](=[CH:22][CH:23]=[CH:24][CH:25]=3)[C:20]([CH:27]3[CH2:29][CH2:28]3)=[CH:19][CH:18]=2)[C:8]([S:11][CH2:12][C:13]([O:15][CH3:16])=[O:14])=[N:9][N:10]=1. The yield is 0.850.